From a dataset of Reaction yield outcomes from USPTO patents with 853,638 reactions. Predict the reaction yield, written as a fraction of the theoretical maximum amount of product (1.0 means a 100% yield; for example, 0.34 means a 34% yield). The reactants are [NH:1]([C:3]1[CH:12]=[CH:11][CH:10]=[C:9]2[C:4]=1[CH:5]=[CH:6][CH:7]=[N:8]2)[NH2:2].[CH3:13][C:14]1([C:20](O)=[O:21])[CH2:19][CH2:18][CH2:17][CH2:16][CH2:15]1. No catalyst specified. The product is [CH3:13][C:14]1([C:20]([NH:2][NH:1][C:3]2[CH:12]=[CH:11][CH:10]=[C:9]3[C:4]=2[CH:5]=[CH:6][CH:7]=[N:8]3)=[O:21])[CH2:19][CH2:18][CH2:17][CH2:16][CH2:15]1. The yield is 0.310.